Task: Predict the reactants needed to synthesize the given product.. Dataset: Full USPTO retrosynthesis dataset with 1.9M reactions from patents (1976-2016) (1) Given the product [CH:1]([C:4]1[C:5]([CH3:13])=[N:6][N:7]2[CH:12]=[CH:11][CH:10]=[CH:9][C:8]=12)([CH3:3])[CH3:2], predict the reactants needed to synthesize it. The reactants are: [C:1]([C:4]1[C:5]([CH3:13])=[N:6][N:7]2[CH:12]=[CH:11][CH:10]=[CH:9][C:8]=12)([CH3:3])=[CH2:2].C([SiH](CC)CC)C.C(O)(C(F)(F)F)=O. (2) The reactants are: [CH2:1]([O:8][C:9]1[C:10]([NH2:15])=[N:11][CH:12]=[CH:13][CH:14]=1)[C:2]1[CH:7]=[CH:6][CH:5]=[CH:4][CH:3]=1.[Br:16]N1C(=O)CCC1=O. Given the product [CH2:1]([O:8][C:9]1[C:10]([NH2:15])=[N:11][CH:12]=[C:13]([Br:16])[CH:14]=1)[C:2]1[CH:3]=[CH:4][CH:5]=[CH:6][CH:7]=1, predict the reactants needed to synthesize it.